Dataset: Forward reaction prediction with 1.9M reactions from USPTO patents (1976-2016). Task: Predict the product of the given reaction. (1) Given the reactants [CH2:1]([O:3][C:4]([C:6]1(C(=O)C2C=CC=C(C)C=2O)[CH2:14][C:13]2[C:8](=[CH:9][CH:10]=[CH:11][CH:12]=2)[CH2:7]1)=[O:5])[CH3:2].[C:25]([O-:28])([O-])=O.[K+].[K+].Br[CH2:32][C:33]#[C:34][CH3:35].C[N:37]([CH:39]=[O:40])C, predict the reaction product. The product is: [CH2:1]([O:3][C:4]([C:6]1([NH:37][C:39](=[O:40])[C:32]2[CH:7]=[CH:6][CH:4]=[C:34]([CH3:35])[C:33]=2[O:28][CH2:25][C:9]#[C:8][CH3:13])[CH2:7][C:8]2[C:13](=[CH:12][CH:11]=[CH:10][CH:9]=2)[CH2:14]1)=[O:5])[CH3:2]. (2) Given the reactants [CH:1]1[CH2:5][CH:4]=[CH:3]C=1.[O:6]=[CH:7][C:8](=[CH2:10])[CH3:9].B(Cl)(Cl)Cl.[CH2:15](N(CC)CC)C, predict the reaction product. The product is: [CH3:10][C:8]1([CH:7]=[O:6])[CH2:15][CH:5]2[CH2:1][CH:9]1[CH:3]=[CH:4]2. (3) Given the reactants OC[C@H](NC(=O)[C@H](C)CCCC1C=CC=CC=1)C1C=CC=CC=1.[CH3:24][C@@H:25]([CH2:29][CH2:30][CH2:31][C:32]1[CH:37]=[CH:36][CH:35]=[CH:34][CH:33]=1)[C:26]([OH:28])=[O:27], predict the reaction product. The product is: [CH3:24][C@H:25]([CH2:29][CH2:30][CH2:31][C:32]1[CH:33]=[CH:34][CH:35]=[CH:36][CH:37]=1)[C:26]([OH:28])=[O:27]. (4) Given the reactants [NH2:1][N:2]1[N:11]=[C:10]([C:12]2[CH:17]=[CH:16][C:15]([CH3:18])=[C:14]([CH3:19])[CH:13]=2)[C:9]2[C:4](=[CH:5][CH:6]=[CH:7][CH:8]=2)[C:3]1=[O:20].[Cl:21][C:22]1[CH:27]=[CH:26][C:25]([CH2:28][C:29](O)=[O:30])=[CH:24][CH:23]=1, predict the reaction product. The product is: [Cl:21][C:22]1[CH:27]=[CH:26][C:25]([CH2:28][C:29]([NH:1][N:2]2[N:11]=[C:10]([C:12]3[CH:17]=[CH:16][C:15]([CH3:18])=[C:14]([CH3:19])[CH:13]=3)[C:9]3[C:4](=[CH:5][CH:6]=[CH:7][CH:8]=3)[C:3]2=[O:20])=[O:30])=[CH:24][CH:23]=1. (5) The product is: [NH:8]1[CH2:13][CH2:12][CH:11]([C:14]2[CH:15]=[CH:16][C:17]([NH:20][C:21]([C:23]3[N:24]=[C:25]([C:32]4[CH:37]=[CH:36][CH:35]=[CH:34][CH:33]=4)[O:26][C:27]=3[C:28]([F:29])([F:30])[F:31])=[O:22])=[CH:18][CH:19]=2)[CH2:10][CH2:9]1. Given the reactants C(OC([N:8]1[CH2:13][CH2:12][CH:11]([C:14]2[CH:19]=[CH:18][C:17]([NH:20][C:21]([C:23]3[N:24]=[C:25]([C:32]4[CH:37]=[CH:36][CH:35]=[CH:34][CH:33]=4)[O:26][C:27]=3[C:28]([F:31])([F:30])[F:29])=[O:22])=[CH:16][CH:15]=2)[CH2:10][CH2:9]1)=O)(C)(C)C, predict the reaction product. (6) The product is: [C:19]1([NH:1][C:2]2[C:6]([C:7]([NH2:9])=[O:8])=[CH:5][NH:4][N:3]=2)[CH:24]=[CH:23][CH:22]=[CH:21][CH:20]=1. Given the reactants [NH2:1][C:2]1[C:6]([C:7]([NH2:9])=[O:8])=[CH:5][NH:4][N:3]=1.[O-]P([O-])([O-])=O.[K+].[K+].[K+].Br[C:19]1[CH:24]=[CH:23][CH:22]=[CH:21][CH:20]=1.C(P(C(C)(C)C)C1C(C)=C(C)C(C)=C(C)C=1C1C(C(C)C)=CC(C(C)C)=CC=1C(C)C)(C)(C)C, predict the reaction product. (7) Given the reactants Cl[C:2]1[N:3]=[N:4][CH:5]=[C:6]([C:8]2[CH:13]=[CH:12][CH:11]=[CH:10][C:9]=2[C:14]#[N:15])[CH:7]=1.O.[NH2:17][NH2:18], predict the reaction product. The product is: [C:14]([C:9]1[CH:10]=[CH:11][CH:12]=[CH:13][C:8]=1[C:6]1[CH:7]=[C:2]([NH:17][NH2:18])[N:3]=[N:4][CH:5]=1)#[N:15]. (8) Given the reactants [F:1][C:2]([F:17])([F:16])[C:3]1[CH:4]=[CH:5][C:6]([N:9]2[CH2:15][CH2:14][CH2:13][NH:12][CH2:11][CH2:10]2)=[N:7][CH:8]=1.[F:18][C:19]([F:35])([F:34])[C:20]1[O:24][N:23]=[C:22]([C:25]2[CH:26]=[C:27]([CH:31]=[CH:32][CH:33]=2)[C:28](O)=[O:29])[N:21]=1.Cl.CN(C)CCCN=C=NCC.C(N(C(C)C)CC)(C)C, predict the reaction product. The product is: [F:34][C:19]([F:18])([F:35])[C:20]1[O:24][N:23]=[C:22]([C:25]2[CH:26]=[C:27]([C:28]([N:12]3[CH2:13][CH2:14][CH2:15][N:9]([C:6]4[CH:5]=[CH:4][C:3]([C:2]([F:1])([F:16])[F:17])=[CH:8][N:7]=4)[CH2:10][CH2:11]3)=[O:29])[CH:31]=[CH:32][CH:33]=2)[N:21]=1. (9) Given the reactants CC[N:3]([CH:7](C)C)C(C)C.[C:10]([OH:18])(=O)[C:11]1[CH:16]=[CH:15][CH:14]=[CH:13][CH:12]=1.CCN=C=NCCC[N:27]([CH3:29])C.C1C=CC2N([OH:39])N=NC=2C=1.[NH2:40][CH2:41][C:42]([N:44]1[CH2:49][CH2:48][N:47]([C:50](=[O:61])[C:51]2[CH:56]=[CH:55][CH:54]=[CH:53][C:52]=2[C:57]([F:60])([F:59])[F:58])[CH2:46][CH2:45]1)=[O:43].Cl, predict the reaction product. The product is: [O:39]1[CH:7]=[N:3][N:27]=[C:29]1[C:14]1[CH:13]=[CH:12][C:11]([C:10]([NH:40][CH2:41][C:42](=[O:43])[N:44]2[CH2:45][CH2:46][N:47]([C:50](=[O:61])[C:51]3[CH:56]=[CH:55][CH:54]=[CH:53][C:52]=3[C:57]([F:60])([F:58])[F:59])[CH2:48][CH2:49]2)=[O:18])=[CH:16][CH:15]=1.